Dataset: Merck oncology drug combination screen with 23,052 pairs across 39 cell lines. Task: Regression. Given two drug SMILES strings and cell line genomic features, predict the synergy score measuring deviation from expected non-interaction effect. (1) Drug 1: CCC1=CC2CN(C1)Cc1c([nH]c3ccccc13)C(C(=O)OC)(c1cc3c(cc1OC)N(C)C1C(O)(C(=O)OC)C(OC(C)=O)C4(CC)C=CCN5CCC31C54)C2. Synergy scores: synergy=-46.0. Drug 2: Cn1cc(-c2cnn3c(N)c(Br)c(C4CCCNC4)nc23)cn1. Cell line: T47D. (2) Drug 1: Nc1ccn(C2OC(CO)C(O)C2(F)F)c(=O)n1. Drug 2: CCN(CC)CCNC(=O)c1c(C)[nH]c(C=C2C(=O)Nc3ccc(F)cc32)c1C. Cell line: LNCAP. Synergy scores: synergy=-8.50. (3) Drug 1: COC1=C2CC(C)CC(OC)C(O)C(C)C=C(C)C(OC(N)=O)C(OC)C=CC=C(C)C(=O)NC(=CC1=O)C2=O. Drug 2: NC1CCCCC1N.O=C(O)C(=O)O.[Pt+2]. Cell line: T47D. Synergy scores: synergy=-37.3. (4) Drug 1: O=c1[nH]cc(F)c(=O)[nH]1. Drug 2: CCN(CC)CCNC(=O)c1c(C)[nH]c(C=C2C(=O)Nc3ccc(F)cc32)c1C. Cell line: T47D. Synergy scores: synergy=8.94. (5) Drug 1: O=S1(=O)NC2(CN1CC(F)(F)F)C1CCC2Cc2cc(C=CCN3CCC(C(F)(F)F)CC3)ccc2C1. Drug 2: CS(=O)(=O)CCNCc1ccc(-c2ccc3ncnc(Nc4ccc(OCc5cccc(F)c5)c(Cl)c4)c3c2)o1. Cell line: OVCAR3. Synergy scores: synergy=45.9. (6) Drug 1: O=C(CCCCCCC(=O)Nc1ccccc1)NO. Drug 2: Cn1nnc2c(C(N)=O)ncn2c1=O. Cell line: UWB1289BRCA1. Synergy scores: synergy=-2.25.